From a dataset of NCI-60 drug combinations with 297,098 pairs across 59 cell lines. Regression. Given two drug SMILES strings and cell line genomic features, predict the synergy score measuring deviation from expected non-interaction effect. (1) Drug 1: C1=CC(=CC=C1CCC2=CNC3=C2C(=O)NC(=N3)N)C(=O)NC(CCC(=O)O)C(=O)O. Drug 2: CC1=CC=C(C=C1)C2=CC(=NN2C3=CC=C(C=C3)S(=O)(=O)N)C(F)(F)F. Cell line: MOLT-4. Synergy scores: CSS=76.2, Synergy_ZIP=0.345, Synergy_Bliss=1.30, Synergy_Loewe=-11.8, Synergy_HSA=1.64. (2) Drug 1: CC1=C(C=C(C=C1)C(=O)NC2=CC(=CC(=C2)C(F)(F)F)N3C=C(N=C3)C)NC4=NC=CC(=N4)C5=CN=CC=C5. Drug 2: C1CN(CCN1C(=O)CCBr)C(=O)CCBr. Cell line: U251. Synergy scores: CSS=18.6, Synergy_ZIP=-1.91, Synergy_Bliss=2.63, Synergy_Loewe=-2.26, Synergy_HSA=0.568. (3) Drug 1: CCC1=CC2CC(C3=C(CN(C2)C1)C4=CC=CC=C4N3)(C5=C(C=C6C(=C5)C78CCN9C7C(C=CC9)(C(C(C8N6C)(C(=O)OC)O)OC(=O)C)CC)OC)C(=O)OC.C(C(C(=O)O)O)(C(=O)O)O. Drug 2: CC(C)(C#N)C1=CC(=CC(=C1)CN2C=NC=N2)C(C)(C)C#N. Cell line: HCC-2998. Synergy scores: CSS=60.7, Synergy_ZIP=-0.917, Synergy_Bliss=-3.04, Synergy_Loewe=-11.3, Synergy_HSA=-2.92. (4) Drug 1: C1CC(C1)(C(=O)O)C(=O)O.[NH2-].[NH2-].[Pt+2]. Drug 2: C1=CC=C(C=C1)NC(=O)CCCCCCC(=O)NO. Cell line: KM12. Synergy scores: CSS=3.98, Synergy_ZIP=-4.23, Synergy_Bliss=-0.695, Synergy_Loewe=-16.2, Synergy_HSA=-5.29. (5) Drug 1: COC1=C2C(=CC3=C1OC=C3)C=CC(=O)O2. Drug 2: C1C(C(OC1N2C=NC(=NC2=O)N)CO)O. Cell line: A549. Synergy scores: CSS=3.84, Synergy_ZIP=-1.78, Synergy_Bliss=-0.786, Synergy_Loewe=-0.932, Synergy_HSA=-0.435. (6) Drug 1: C1=CN(C(=O)N=C1N)C2C(C(C(O2)CO)O)O.Cl. Drug 2: CC(C)NC(=O)C1=CC=C(C=C1)CNNC.Cl. Cell line: MCF7. Synergy scores: CSS=0.505, Synergy_ZIP=-0.264, Synergy_Bliss=-0.696, Synergy_Loewe=-5.01, Synergy_HSA=-3.10.